Predict the product of the given reaction. From a dataset of Forward reaction prediction with 1.9M reactions from USPTO patents (1976-2016). Given the reactants Cl[C:2]1[N:7]=[CH:6][N:5]=[C:4]([NH:8][C:9]2[CH:14]=[CH:13][C:12]([O:15][CH3:16])=[CH:11][CH:10]=2)[CH:3]=1.[CH3:17][O:18][CH2:19][CH2:20][NH2:21].CCN(C(C)C)C(C)C, predict the reaction product. The product is: [CH3:17][O:18][CH2:19][CH2:20][NH:21][C:2]1[CH:3]=[C:4]([NH:8][C:9]2[CH:14]=[CH:13][C:12]([O:15][CH3:16])=[CH:11][CH:10]=2)[N:5]=[CH:6][N:7]=1.